Dataset: Full USPTO retrosynthesis dataset with 1.9M reactions from patents (1976-2016). Task: Predict the reactants needed to synthesize the given product. (1) Given the product [CH2:25]1[O:33][C:32]2[CH:31]=[CH:30][C:29]([CH:34]3[C:38]4[NH:39][C:40]5[CH:41]=[CH:42][CH:43]=[CH:44][C:45]=5[C:46](=[O:47])[C:37]=4[CH2:36][N:35]3[C:14]([C:12]3[O:13][C:9]([C:5]4[CH:6]=[CH:7][CH:8]=[C:3]([C:2]([F:1])([F:18])[F:17])[CH:4]=4)=[CH:10][CH:11]=3)=[O:16])=[CH:28][C:27]=2[O:26]1, predict the reactants needed to synthesize it. The reactants are: [F:1][C:2]([F:18])([F:17])[C:3]1[CH:4]=[C:5]([C:9]2[O:13][C:12]([C:14]([OH:16])=O)=[CH:11][CH:10]=2)[CH:6]=[CH:7][CH:8]=1.C(Cl)(=O)C(Cl)=O.[CH2:25]1[O:33][C:32]2[CH:31]=[CH:30][C:29]([CH:34]3[C:38]4[NH:39][C:40]5[CH:41]=[CH:42][CH:43]=[CH:44][C:45]=5[C:46](=[O:47])[C:37]=4[CH2:36][NH:35]3)=[CH:28][C:27]=2[O:26]1. (2) Given the product [C:1]1([C@H:13]2[CH2:14][CH2:15][C@H:16]([C:19]([OH:22])=[O:20])[CH2:17][CH2:18]2)[N:2]=[N:3][N:4]2[C:9]=1[C:8]1[CH:10]=[CH:11][NH:12][C:7]=1[N:6]=[CH:5]2, predict the reactants needed to synthesize it. The reactants are: [C:1]1([C@H:13]2[CH2:18][CH2:17][C@H:16]([CH:19]=[O:20])[CH2:15][CH2:14]2)[N:2]=[N:3][N:4]2[C:9]=1[C:8]1[CH:10]=[CH:11][NH:12][C:7]=1[N:6]=[CH:5]2.P([O-])(O)(O)=[O:22].[Na+].CC(=CC)C.Cl([O-])=O.[Na+].S([O-])([O-])(=O)=S.[Na+].[Na+]. (3) Given the product [Li+:5].[CH3:7][CH:6]([N-:9][CH:10]([CH3:12])[CH3:11])[CH3:8].[Cl:13][C:14]1[C:15]([I:20])=[CH:16][N:17]=[CH:18][C:19]=1[CH2:1][CH3:2], predict the reactants needed to synthesize it. The reactants are: [CH2:1]([Li:5])[CH2:2]CC.[CH:6]([NH:9][CH:10]([CH3:12])[CH3:11])([CH3:8])[CH3:7].[Cl:13][C:14]1[CH:19]=[CH:18][N:17]=[CH:16][C:15]=1[I:20].ICC. (4) Given the product [CH3:1][N:2]1[N:3]=[C:4]([Cl:9])[CH:5]=[C:6]([N:10]2[CH2:15][CH2:14][O:13][CH2:12][CH2:11]2)[NH:7]1, predict the reactants needed to synthesize it. The reactants are: [CH3:1][N:2]1[N:7]=[C:6](Cl)[CH:5]=[C:4]([Cl:9])[NH:3]1.[NH:10]1[CH2:15][CH2:14][O:13][CH2:12][CH2:11]1. (5) The reactants are: [C:1]([O:5][C:6]([NH:8][C@H:9]([C:13]([OH:15])=O)[CH2:10][CH2:11][CH3:12])=[O:7])([CH3:4])([CH3:3])[CH3:2].Cl.[CH2:17]([O:19][C:20](=[O:26])[C@H:21]([C@@H:23]([CH3:25])[OH:24])[NH2:22])C. Given the product [C:1]([O:5][C:6]([NH:8][C@H:9]([C:13]([NH:22][C@H:21]([C:20]([O:19][CH3:17])=[O:26])[C@@H:23]([CH3:25])[OH:24])=[O:15])[CH2:10][CH2:11][CH3:12])=[O:7])([CH3:2])([CH3:3])[CH3:4], predict the reactants needed to synthesize it.